Dataset: Forward reaction prediction with 1.9M reactions from USPTO patents (1976-2016). Task: Predict the product of the given reaction. (1) The product is: [NH2:1][C:4]1[CH:5]=[CH:6][CH:7]=[C:8]2[C:12]=1[NH:11][C:10]([C:13]([O:15][CH2:16][CH3:17])=[O:14])=[CH:9]2. Given the reactants [N+:1]([C:4]1[CH:5]=[CH:6][CH:7]=[C:8]2[C:12]=1[NH:11][C:10]([C:13]([O:15][CH2:16][CH3:17])=[O:14])=[CH:9]2)([O-])=O.S(S([O-])=O)([O-])=O.[Na+].[Na+], predict the reaction product. (2) Given the reactants [C:1]([O:5][C:6]([N:8]1[CH2:13][CH2:12][C:11]([C:16]2[CH:21]=[CH:20][C:19]([Cl:22])=[CH:18][CH:17]=2)([C:14]#[N:15])[CH2:10][CH2:9]1)=[O:7])([CH3:4])([CH3:3])[CH3:2].N.[H][H].ClCCl, predict the reaction product. The product is: [C:1]([O:5][C:6]([N:8]1[CH2:9][CH2:10][C:11]([CH2:14][NH2:15])([C:16]2[CH:21]=[CH:20][C:19]([Cl:22])=[CH:18][CH:17]=2)[CH2:12][CH2:13]1)=[O:7])([CH3:4])([CH3:3])[CH3:2]. (3) Given the reactants [C:1]12([CH:9]=O)[CH2:8][CH2:7][CH:4]([CH2:5][CH2:6]1)[CH2:3][CH2:2]2.[CH3:11]/C(/[O-])=C(/P(OC)(OC)=O)\[N+]#N.C(=O)([O-])[O-].[K+].[K+], predict the reaction product. The product is: [C:9]([C:1]12[CH2:8][CH2:7][CH:4]([CH2:5][CH2:6]1)[CH2:3][CH2:2]2)#[CH:11]. (4) Given the reactants [F:1][C:2]1[CH:3]=[C:4]([NH:10][C:11]2[C:16]([C:17]3[N:22]=[C:21]([CH3:23])[N:20]=[C:19]([N:24]([CH2:34][C:35]4[CH:40]=[CH:39][C:38]([O:41][CH3:42])=[CH:37][CH:36]=4)[CH2:25][C:26]4[CH:31]=[CH:30][C:29]([O:32][CH3:33])=[CH:28][CH:27]=4)[N:18]=3)=[CH:15][C:14]([CH2:43][N:44]3[CH2:49][CH2:48][NH:47][CH2:46][CH2:45]3)=[CH:13][N:12]=2)[CH:5]=[N:6][C:7]=1[O:8][CH3:9].[CH:50]([N:53]([CH3:62])[C:54](N1C=C[N+](C)=C1)=[O:55])([CH3:52])[CH3:51].C(Cl)Cl.C(N(CC)CC)C, predict the reaction product. The product is: [CH3:42][O:41][C:38]1[CH:39]=[CH:40][C:35]([CH2:34][N:24]([CH2:25][C:26]2[CH:27]=[CH:28][C:29]([O:32][CH3:33])=[CH:30][CH:31]=2)[C:19]2[N:20]=[C:21]([CH3:23])[N:22]=[C:17]([C:16]3[CH:15]=[C:14]([CH2:43][N:44]4[CH2:49][CH2:48][N:47]([C:54]([N:53]([CH:50]([CH3:52])[CH3:51])[CH3:62])=[O:55])[CH2:46][CH2:45]4)[CH:13]=[N:12][C:11]=3[NH:10][C:4]3[CH:5]=[N:6][C:7]([O:8][CH3:9])=[C:2]([F:1])[CH:3]=3)[N:18]=2)=[CH:36][CH:37]=1. (5) Given the reactants [CH:1]1([C:4]2[CH:9]=[CH:8][C:7]([C:10]3[CH:14]=[C:13]([CH:15]([N:35]4[CH:40]=[C:39]5[N:41]=[C:42]([C:44]6[CH:49]=[CH:48][CH:47]=[C:46]([F:50])[C:45]=6[F:51])[N:43]=[C:38]5[CH:37]=[N:36]4)[C:16]([O:18][CH2:19][CH2:20][CH2:21][O:22][P:23]([O:30]C(C)(C)C)([O:25]C(C)(C)C)=[O:24])=[O:17])[O:12][N:11]=3)=[C:6]([C:52]([F:55])([F:54])[F:53])[CH:5]=2)[CH2:3][CH2:2]1.C(O)(C(F)(F)F)=O, predict the reaction product. The product is: [CH:1]1([C:4]2[CH:9]=[CH:8][C:7]([C:10]3[CH:14]=[C:13]([CH:15]([N:35]4[CH:40]=[C:39]5[N:41]=[C:42]([C:44]6[CH:49]=[CH:48][CH:47]=[C:46]([F:50])[C:45]=6[F:51])[N:43]=[C:38]5[CH:37]=[N:36]4)[C:16]([O:18][CH2:19][CH2:20][CH2:21][O:22][P:23]([OH:30])([OH:25])=[O:24])=[O:17])[O:12][N:11]=3)=[C:6]([C:52]([F:53])([F:55])[F:54])[CH:5]=2)[CH2:3][CH2:2]1. (6) Given the reactants [OH-].[Na+].[F:3][C:4]1[S:8][C:7]([C:9]2[N:10]=[C:11]([N:18]3[C:26]4[C:21](=[CH:22][C:23]([CH2:27][C:28]([O:30]C)=[O:29])=[CH:24][CH:25]=4)[CH2:20][CH2:19]3)[C:12]3[CH2:17][S:16][CH2:15][C:13]=3[N:14]=2)=[CH:6][CH:5]=1.O.Cl, predict the reaction product. The product is: [F:3][C:4]1[S:8][C:7]([C:9]2[N:10]=[C:11]([N:18]3[C:26]4[C:21](=[CH:22][C:23]([CH2:27][C:28]([OH:30])=[O:29])=[CH:24][CH:25]=4)[CH2:20][CH2:19]3)[C:12]3[CH2:17][S:16][CH2:15][C:13]=3[N:14]=2)=[CH:6][CH:5]=1. (7) Given the reactants Cl[CH2:2][CH2:3][CH2:4][C:5]([C:7]1[CH:12]=[CH:11][C:10]([Cl:13])=[CH:9][CH:8]=1)=[O:6].[Na+].[I-:15], predict the reaction product. The product is: [Cl:13][C:10]1[CH:11]=[CH:12][C:7]([C:5](=[O:6])[CH2:4][CH2:3][CH2:2][I:15])=[CH:8][CH:9]=1. (8) Given the reactants [N+:1]([C:4]1[CH:5]=[CH:6][CH:7]=[C:8]2[C:13]=1[N:12]=[CH:11][N:10]=[C:9]2[NH:14][C:15]1[CH:20]=[CH:19][CH:18]=[C:17]([C:21]([F:24])([F:23])[F:22])[CH:16]=1)([O-])=O.[NH4+].[Cl-], predict the reaction product. The product is: [F:24][C:21]([F:22])([F:23])[C:17]1[CH:16]=[C:15]([NH:14][C:9]2[C:8]3[C:13](=[C:4]([NH2:1])[CH:5]=[CH:6][CH:7]=3)[N:12]=[CH:11][N:10]=2)[CH:20]=[CH:19][CH:18]=1.